From a dataset of Full USPTO retrosynthesis dataset with 1.9M reactions from patents (1976-2016). Predict the reactants needed to synthesize the given product. Given the product [OH:13][CH:12]([C:14]1[CH:15]=[CH:16][CH:17]=[CH:18][CH:19]=1)[C:5]1[CH:6]=[CH:7][C:8]([O:10][CH3:11])=[CH:9][C:4]=1[OH:3], predict the reactants needed to synthesize it. The reactants are: [BH4-].[Na+].[OH:3][C:4]1[CH:9]=[C:8]([O:10][CH3:11])[CH:7]=[CH:6][C:5]=1[C:12]([C:14]1[CH:19]=[CH:18][CH:17]=[CH:16][CH:15]=1)=[O:13].